This data is from Full USPTO retrosynthesis dataset with 1.9M reactions from patents (1976-2016). The task is: Predict the reactants needed to synthesize the given product. Given the product [NH2:25][C:24]1[C:12]2[C:13](=[N:14][C:9]([C:3]3[CH:4]=[CH:5][C:6]([Cl:8])=[CH:7][C:2]=3[Cl:1])=[C:10]([C:26]3[CH:31]=[CH:30][C:29]([Cl:32])=[CH:28][CH:27]=3)[CH:11]=2)[N:15]([CH2:20][CH:21]([CH3:23])[CH3:22])[C:16](=[O:19])[C:17]=1[CH3:18], predict the reactants needed to synthesize it. The reactants are: [Cl:1][C:2]1[CH:7]=[C:6]([Cl:8])[CH:5]=[CH:4][C:3]=1[C:9]1[N:14]=[C:13]([N:15]([CH2:20][CH:21]([CH3:23])[CH3:22])[C:16](=[O:19])[CH2:17][CH3:18])[C:12]([C:24]#[N:25])=[CH:11][C:10]=1[C:26]1[CH:31]=[CH:30][C:29]([Cl:32])=[CH:28][CH:27]=1.[H-].[Na+].